Dataset: Peptide-MHC class II binding affinity with 134,281 pairs from IEDB. Task: Regression. Given a peptide amino acid sequence and an MHC pseudo amino acid sequence, predict their binding affinity value. This is MHC class II binding data. (1) The peptide sequence is EAGKATTEEQKLIED. The MHC is DRB4_0101 with pseudo-sequence DRB4_0103. The binding affinity (normalized) is 0.0837. (2) The peptide sequence is EQQWNFAGIEAAASA. The MHC is HLA-DPA10103-DPB10401 with pseudo-sequence YAFFMFSGGAILNTLFGQFEYFAIEKVRMHLGMT. The binding affinity (normalized) is 0.105. (3) The peptide sequence is AYEGQRVVFIQPSPV. The MHC is HLA-DQA10301-DQB10302 with pseudo-sequence HLA-DQA10301-DQB10302. The binding affinity (normalized) is 0.815. (4) The peptide sequence is MMVLKIVRKMERYQL. The MHC is DRB1_1101 with pseudo-sequence DRB1_1101. The binding affinity (normalized) is 0.824. (5) The peptide sequence is TPTEKDEYCARVNH. The MHC is HLA-DQA10401-DQB10402 with pseudo-sequence HLA-DQA10401-DQB10402. The binding affinity (normalized) is 0.195. (6) The peptide sequence is GNCTTNILEAKYWCP. The MHC is DRB1_1101 with pseudo-sequence DRB1_1101. The binding affinity (normalized) is 0.400.